This data is from Catalyst prediction with 721,799 reactions and 888 catalyst types from USPTO. The task is: Predict which catalyst facilitates the given reaction. (1) Reactant: O.[OH-].[Li+].[C:4]([C:12]1[N:17]=[C:16]2[S:18][C:19]([C:21]3[CH:26]=[CH:25][C:24]([CH2:27][N:28]4[CH2:31][CH:30]([C:32]([O:34]C)=[O:33])[CH2:29]4)=[CH:23][C:22]=3[F:36])=[N:20][C:15]2=[CH:14][CH:13]=1)(=[O:11])[C:5]1[CH:10]=[CH:9][CH:8]=[CH:7][CH:6]=1.Cl.P([O-])([O-])([O-])=O. Product: [C:4]([C:12]1[N:17]=[C:16]2[S:18][C:19]([C:21]3[CH:26]=[CH:25][C:24]([CH2:27][N:28]4[CH2:31][CH:30]([C:32]([OH:34])=[O:33])[CH2:29]4)=[CH:23][C:22]=3[F:36])=[N:20][C:15]2=[CH:14][CH:13]=1)(=[O:11])[C:5]1[CH:6]=[CH:7][CH:8]=[CH:9][CH:10]=1. The catalyst class is: 20. (2) Reactant: [Cl:1][C:2]1[CH:3]=[C:4]([CH:26]=[CH:27][C:28]=1[O:29][CH3:30])[CH2:5][NH:6][C:7]1[C:12]([C:13]([NH:15][CH2:16][C:17]2[N:22]=[CH:21][CH:20]=[CH:19][N:18]=2)=[O:14])=[CH:11][N:10]=[C:9](S(C)=O)[N:8]=1.[CH2:31]1[C:33]2([CH2:38][CH2:37][NH:36][CH2:35][CH2:34]2)[CH2:32]1.C(N(CC)CC)C.O. Product: [Cl:1][C:2]1[CH:3]=[C:4]([CH:26]=[CH:27][C:28]=1[O:29][CH3:30])[CH2:5][NH:6][C:7]1[C:12]([C:13]([NH:15][CH2:16][C:17]2[N:22]=[CH:21][CH:20]=[CH:19][N:18]=2)=[O:14])=[CH:11][N:10]=[C:9]([N:36]2[CH2:37][CH2:38][C:33]3([CH2:31][CH2:32]3)[CH2:34][CH2:35]2)[N:8]=1. The catalyst class is: 76. (3) Product: [ClH:1].[CH3:2][NH:3][CH2:11][C:12]1[O:16][N:15]=[C:14]([CH:17]2[CH2:22][CH:21]([C:23]3[CH:28]=[CH:27][C:26]([C:29]([F:32])([F:30])[F:31])=[CH:25][CH:24]=3)[CH2:20][N:19]([C:33]([N:35]3[CH2:40][CH2:39][O:38][CH2:37][CH2:36]3)=[O:34])[CH2:18]2)[N:13]=1. Reactant: [ClH:1].[CH3:2][N:3]([CH2:11][C:12]1[O:16][N:15]=[C:14]([CH:17]2[CH2:22][CH:21]([C:23]3[CH:28]=[CH:27][C:26]([C:29]([F:32])([F:31])[F:30])=[CH:25][CH:24]=3)[CH2:20][N:19]([C:33]([N:35]3[CH2:40][CH2:39][O:38][CH2:37][CH2:36]3)=[O:34])[CH2:18]2)[N:13]=1)C(=O)OC(C)(C)C. The catalyst class is: 12. (4) Reactant: [F:1][C:2]1[CH:7]=[CH:6][C:5]([C:8]2[C:12]3=[N:13][CH:14]=[CH:15][CH:16]=[C:11]3[N:10]([OH:17])[C:9]=2[C:18]2[CH:23]=[CH:22][N:21]=[CH:20][CH:19]=2)=[CH:4][CH:3]=1.Cl.Cl[CH2:26][CH2:27][N:28]1[CH2:33][CH2:32][CH2:31][CH2:30][CH2:29]1.[H-].[Na+]. Product: [F:1][C:2]1[CH:3]=[CH:4][C:5]([C:8]2[C:12]3=[N:13][CH:14]=[CH:15][CH:16]=[C:11]3[N:10]([O:17][CH2:26][CH2:27][N:28]3[CH2:33][CH2:32][CH2:31][CH2:30][CH2:29]3)[C:9]=2[C:18]2[CH:19]=[CH:20][N:21]=[CH:22][CH:23]=2)=[CH:6][CH:7]=1. The catalyst class is: 9. (5) Reactant: [F:1][C:2]1[CH:37]=[CH:36][C:5]([O:6][C:7]2[C:8]([C:24]([NH:26]CC3C=CC(OC)=CC=3)=[O:25])=[C:9]([NH:15][C:16]3[CH:21]=[CH:20][C:19]([I:22])=[CH:18][C:17]=3[F:23])[N:10]([CH3:14])[C:11](=[O:13])[CH:12]=2)=[C:4]([CH3:38])[CH:3]=1.[Cl-].[Al+3].[Cl-].[Cl-].ClCCl.O. The catalyst class is: 520. Product: [F:1][C:2]1[CH:37]=[CH:36][C:5]([O:6][C:7]2[C:8]([C:24]([NH2:26])=[O:25])=[C:9]([NH:15][C:16]3[CH:21]=[CH:20][C:19]([I:22])=[CH:18][C:17]=3[F:23])[N:10]([CH3:14])[C:11](=[O:13])[CH:12]=2)=[C:4]([CH3:38])[CH:3]=1.